This data is from Full USPTO retrosynthesis dataset with 1.9M reactions from patents (1976-2016). The task is: Predict the reactants needed to synthesize the given product. Given the product [F:32][C:33]1[CH:41]=[C:40]([N+:42]([O-:44])=[O:43])[CH:39]=[CH:38][C:34]=1[C:35]([N:46]([CH3:45])[NH:47][C:48]([O:50][C:51]([CH3:54])([CH3:53])[CH3:52])=[O:49])=[O:37], predict the reactants needed to synthesize it. The reactants are: F[B-](F)(F)F.N1(O[C+](N(C)C)N(C)C)C2C=CC=CC=2N=N1.C(N(CC)C(C)C)(C)C.[F:32][C:33]1[CH:41]=[C:40]([N+:42]([O-:44])=[O:43])[CH:39]=[CH:38][C:34]=1[C:35]([OH:37])=O.[CH3:45][NH:46][NH:47][C:48]([O:50][C:51]([CH3:54])([CH3:53])[CH3:52])=[O:49].